From a dataset of Catalyst prediction with 721,799 reactions and 888 catalyst types from USPTO. Predict which catalyst facilitates the given reaction. (1) Reactant: CO[C:3](=[O:33])[C:4]1[CH:9]=[CH:8][C:7]([CH2:10][N:11]([S:23]([C:26]2[CH:31]=[CH:30][C:29]([Cl:32])=[CH:28][CH:27]=2)(=[O:25])=[O:24])[CH:12]2[CH2:18][CH:17]([CH:19]([CH3:21])[CH3:20])[CH2:16][CH2:15][NH:14][C:13]2=[O:22])=[CH:6][CH:5]=1.O[Li].O.O[NH:38][C:39](=[NH:41])[CH3:40].[F-].C([N+](CCCC)(CCCC)CCCC)CCC. Product: [Cl:32][C:29]1[CH:28]=[CH:27][C:26]([S:23]([N:11]([CH:12]2[CH2:18][CH:17]([CH:19]([CH3:20])[CH3:21])[CH2:16][CH2:15][NH:14][C:13]2=[O:22])[CH2:10][C:7]2[CH:8]=[CH:9][C:4]([C:3]3[O:33][N:41]=[C:39]([CH3:40])[N:38]=3)=[CH:5][CH:6]=2)(=[O:25])=[O:24])=[CH:31][CH:30]=1. The catalyst class is: 20. (2) Reactant: C(OC([NH:8][CH2:9][C:10]1[CH:11]=[C:12]([C:17]2[N:22]=[C:21]([C:23]([NH:25][C:26]3[CH:31]=[CH:30][CH:29]=[CH:28][C:27]=3[CH2:32][C:33]([O:35]C(C)(C)C)=[O:34])=[O:24])[CH:20]=[CH:19][CH:18]=2)[CH:13]=[C:14]([F:16])[CH:15]=1)=O)(C)(C)C.C(O)(C(F)(F)F)=O. Product: [NH2:8][CH2:9][C:10]1[CH:11]=[C:12]([C:17]2[N:22]=[C:21]([C:23]([NH:25][C:26]3[CH:31]=[CH:30][CH:29]=[CH:28][C:27]=3[CH2:32][C:33]([OH:35])=[O:34])=[O:24])[CH:20]=[CH:19][CH:18]=2)[CH:13]=[C:14]([F:16])[CH:15]=1. The catalyst class is: 2.